From a dataset of Full USPTO retrosynthesis dataset with 1.9M reactions from patents (1976-2016). Predict the reactants needed to synthesize the given product. (1) Given the product [CH3:22][CH:17]([OH:36])[CH2:18][O:20][CH:5]([CH2:6][OH:8])[CH3:9], predict the reactants needed to synthesize it. The reactants are: [C:6]([OH:8])(=O)[C:5]1C=[CH:9][C:5]([C:6]([OH:8])=O)=C[CH:9]=1.[C:18]([O:20]C)(=O)[C:17]1C=[CH:22][C:17]([C:18]([O:20]C)=O)=C[CH:22]=1.C(C1C=CC=CC=1N=C=O)C1C=CC=CC=1N=C=[O:36]. (2) Given the product [O:38]1[CH2:39][CH2:40][O:41][C:36]2[CH:35]=[C:34]([N:21]3[CH2:20][CH:19]4[CH2:22][CH2:23][N:24]([C:26]([O:28][C:29]([CH3:32])([CH3:31])[CH3:30])=[O:27])[CH2:25][CH:18]4[O:17][C:16]3=[O:15])[CH:43]=[CH:42][C:37]1=2, predict the reactants needed to synthesize it. The reactants are: C([O-])([O-])=O.[K+].[K+].[C@@H]1(N)CCCC[C@H]1N.[O:15]=[C:16]1[NH:21][CH2:20][CH:19]2[CH2:22][CH2:23][N:24]([C:26]([O:28][C:29]([CH3:32])([CH3:31])[CH3:30])=[O:27])[CH2:25][CH:18]2[O:17]1.I[C:34]1[CH:43]=[CH:42][C:37]2[O:38][CH2:39][CH2:40][O:41][C:36]=2[CH:35]=1.